Dataset: Reaction yield outcomes from USPTO patents with 853,638 reactions. Task: Predict the reaction yield, written as a fraction of the theoretical maximum amount of product (1.0 means a 100% yield; for example, 0.34 means a 34% yield). The reactants are [C:1]([C:5]1[CH:10]=[CH:9][CH:8]=[CH:7][C:6]=1[N:11]1[CH2:16][CH2:15][N:14]([C:17]([C:19]2[CH:39]=[CH:38][C:22]([O:23][CH2:24][CH:25]3[CH2:30][CH2:29][N:28](C(OC(C)(C)C)=O)[CH2:27][CH2:26]3)=[CH:21][CH:20]=2)=[O:18])[CH2:13][CH2:12]1)([CH3:4])([CH3:3])[CH3:2].Cl.C(OCC)(=O)C.C(OCC)(=O)C. The catalyst is CO. The product is [C:1]([C:5]1[CH:10]=[CH:9][CH:8]=[CH:7][C:6]=1[N:11]1[CH2:12][CH2:13][N:14]([C:17]([C:19]2[CH:20]=[CH:21][C:22]([O:23][CH2:24][CH:25]3[CH2:30][CH2:29][NH:28][CH2:27][CH2:26]3)=[CH:38][CH:39]=2)=[O:18])[CH2:15][CH2:16]1)([CH3:4])([CH3:2])[CH3:3]. The yield is 0.900.